This data is from Full USPTO retrosynthesis dataset with 1.9M reactions from patents (1976-2016). The task is: Predict the reactants needed to synthesize the given product. (1) Given the product [C:12]([N:7]1[C:6]2[CH:15]=[C:2]([NH:1][C:17]3[N:22]=[C:21]([NH:23][C:24]4[CH:33]=[CH:32][CH:31]=[CH:30][C:25]=4[C:26]([NH:28][CH3:29])=[O:27])[C:20]([Cl:34])=[CH:19][N:18]=3)[CH:3]=[CH:4][C:5]=2[O:11][CH2:10][CH2:9][CH2:8]1)(=[O:14])[CH3:13], predict the reactants needed to synthesize it. The reactants are: [NH2:1][C:2]1[CH:3]=[CH:4][C:5]2[O:11][CH2:10][CH2:9][CH2:8][N:7]([C:12](=[O:14])[CH3:13])[C:6]=2[CH:15]=1.Cl[C:17]1[N:22]=[C:21]([NH:23][C:24]2[CH:33]=[CH:32][CH:31]=[CH:30][C:25]=2[C:26]([NH:28][CH3:29])=[O:27])[C:20]([Cl:34])=[CH:19][N:18]=1.C12(CS(O)(=O)=O)C(C)(C)C(CC1)CC2=O.C(=O)(O)[O-].[Na+].ClC1N=CC=CN=1. (2) Given the product [Si:1]([O:8][CH2:9][C@@H:10]1[C@H:14]2[O:15][C:16]([CH3:18])([CH3:19])[O:17][C@H:13]2[C@H:12]([C:20]2[N:28]3[C:23]([C:24]([NH2:29])=[N:25][CH:26]=[N:27]3)=[CH:22][CH:21]=2)[NH:11]1)([C:4]([CH3:7])([CH3:6])[CH3:5])([CH3:3])[CH3:2], predict the reactants needed to synthesize it. The reactants are: [Si:1]([O:8][CH2:9][C@@H:10]1[C@H:14]2[O:15][C:16]([CH3:19])([CH3:18])[O:17][C@H:13]2[C@H:12]([C:20]2[N:28]3[C:23]([C:24]([NH:29]C(=O)C(C)(C)C)=[N:25][CH:26]=[N:27]3)=[CH:22][CH:21]=2)[NH:11]1)([C:4]([CH3:7])([CH3:6])[CH3:5])([CH3:3])[CH3:2].C([O-])C.[Na+].Cl.